Dataset: Catalyst prediction with 721,799 reactions and 888 catalyst types from USPTO. Task: Predict which catalyst facilitates the given reaction. (1) Reactant: [NH2:1][C:2]1[CH:7]=[CH:6][C:5]([CH2:8][CH2:9][C:10]([O:12][CH3:13])=[O:11])=[CH:4][CH:3]=1.[CH3:14][S:15](Cl)(=[O:17])=[O:16]. Product: [CH3:14][S:15]([NH:1][C:2]1[CH:3]=[CH:4][C:5]([CH2:8][CH2:9][C:10]([O:12][CH3:13])=[O:11])=[CH:6][CH:7]=1)(=[O:17])=[O:16]. The catalyst class is: 202. (2) Reactant: [N+:1]([C:4]1[CH:5]=[C:6]([N:10]2[C:19]3[C:14](=[CH:15][CH:16]=[CH:17][N:18]=3)[CH:13]=[C:12]([CH3:20])[C:11]2=[O:21])[CH:7]=[CH:8][CH:9]=1)([O-:3])=[O:2].[N+](C1C=C(NC2N=CC=CC=2C=O)C=CC=1)([O-])=O.C(OCC)(=O)CC.[Li+].CC([N-]C(C)C)C.C1C(=O)N([Br:62])C(=O)C1. Product: [N+:1]([C:4]1[CH:5]=[C:6]([N:10]2[C:19]3[C:14](=[CH:15][CH:16]=[CH:17][N:18]=3)[CH:13]=[C:12]([CH2:20][Br:62])[C:11]2=[O:21])[CH:7]=[CH:8][CH:9]=1)([O-:3])=[O:2]. The catalyst class is: 48. (3) Reactant: [CH2:1]([O:8][C:9]1[CH:19]=[CH:18][CH:17]=[C:16]([O:20][CH2:21][CH2:22][CH:23]=[CH2:24])[C:10]=1[C:11]([N:13]([CH3:15])[CH3:14])=[O:12])[C:2]1[CH:7]=[CH:6][CH:5]=[CH:4][CH:3]=1.B1C2CCCC1CCC2.[CH2:34]([O:41][C:42]1[CH:47]=[CH:46][C:45](Br)=[CH:44][C:43]=1[N:49]1[S:53](=[O:55])(=[O:54])[NH:52][C:51](=[O:56])[CH2:50]1)[C:35]1[CH:40]=[CH:39][CH:38]=[CH:37][CH:36]=1.C([O-])([O-])=O.[K+].[K+]. Product: [CH2:1]([O:8][C:9]1[CH:19]=[CH:18][CH:17]=[C:16]([O:20][CH2:21][CH2:22][CH2:23][CH2:24][C:45]2[CH:46]=[CH:47][C:42]([O:41][CH2:34][C:35]3[CH:36]=[CH:37][CH:38]=[CH:39][CH:40]=3)=[C:43]([N:49]3[CH2:50][C:51](=[O:56])[NH:52][S:53]3(=[O:54])=[O:55])[CH:44]=2)[C:10]=1[C:11]([N:13]([CH3:15])[CH3:14])=[O:12])[C:2]1[CH:3]=[CH:4][CH:5]=[CH:6][CH:7]=1. The catalyst class is: 176. (4) Reactant: [CH3:1][CH:2]1[CH:11]=[CH:10][C:9]2[C:4](=[N:5][C:6]([CH3:12])=[CH:7][CH:8]=2)[NH:3]1. Product: [CH3:12][CH:6]1[CH2:7][CH2:8][C:9]2[C:4](=[N:3][C:2]([CH3:1])=[CH:11][CH:10]=2)[NH:5]1. The catalyst class is: 29. (5) Reactant: Cl.[Cl:2][C:3]1[CH:4]=[C:5]2[C:11]([C:12]3[N:17]=[C:16]([NH:18][C@H:19]4[CH2:23][CH2:22][NH:21][CH2:20]4)[C:15]([F:24])=[CH:14][N:13]=3)=[CH:10][N:9](S(C3C=CC(C)=CC=3)(=O)=O)[C:6]2=[N:7][CH:8]=1.ClC1C=C2C(C3N=C(N[C@H]4CCNC4)C(F)=CN=3)=CN([S:58]([C:61]3C=CC(C)=CC=3)(=[O:60])=[O:59])C2=NC=1.CCN(C(C)C)C(C)C.CS(Cl)(=O)=O.N1CCOCC1. Product: [Cl:2][C:3]1[CH:4]=[C:5]2[C:11]([C:12]3[N:17]=[C:16]([NH:18][C@H:19]4[CH2:23][CH2:22][N:21]([S:58]([CH3:61])(=[O:60])=[O:59])[CH2:20]4)[C:15]([F:24])=[CH:14][N:13]=3)=[CH:10][NH:9][C:6]2=[N:7][CH:8]=1. The catalyst class is: 1. (6) Reactant: [F:1][C:2]([F:18])([F:17])[C:3]1[CH:4]=[C:5]([CH:9]=[CH:10][C:11]=1[O:12][C@H:13]([CH2:15][CH3:16])[CH3:14])[C:6]([OH:8])=O.C(Cl)CCl.C1C=CC2N(O)N=NC=2C=1.CC(C)CC1C=CC(C2O[N:45]=[C:44]([C:47]3[CH:52]=[CH:51][C:50]([CH2:53][OH:54])=[CH:49][CH:48]=3)[N:43]=2)=CC=1. Product: [CH3:14][C@H:13]([O:12][C:11]1[CH:10]=[CH:9][C:5]([C:6]2[O:8][N:45]=[C:44]([C:47]3[CH:52]=[CH:51][C:50]([CH2:53][OH:54])=[CH:49][CH:48]=3)[N:43]=2)=[CH:4][C:3]=1[C:2]([F:1])([F:18])[F:17])[CH2:15][CH3:16]. The catalyst class is: 3. (7) Reactant: [Br:1][C:2]1[CH:7]=[C:6](F)[CH:5]=[C:4]([N+:9]([O-:11])=[O:10])[C:3]=1[CH3:12].[F:13][C:14]1[CH:19]=[C:18]([F:20])[CH:17]=[CH:16][C:15]=1[OH:21].C(=O)([O-])[O-].[K+].[K+]. Product: [Br:1][C:2]1[CH:7]=[C:6]([O:21][C:15]2[CH:16]=[CH:17][C:18]([F:20])=[CH:19][C:14]=2[F:13])[CH:5]=[C:4]([N+:9]([O-:11])=[O:10])[C:3]=1[CH3:12]. The catalyst class is: 3. (8) Reactant: [CH3:1][O:2][C:3]1[CH:12]=[CH:11][C:6]([C:7]([O:9][CH3:10])=[O:8])=[CH:5][C:4]=1[CH3:13].C1C(=O)N([Br:21])C(=O)C1.C(OOC(=O)C1C=CC=CC=1)(=O)C1C=CC=CC=1. Product: [Br:21][CH2:13][C:4]1[CH:5]=[C:6]([CH:11]=[CH:12][C:3]=1[O:2][CH3:1])[C:7]([O:9][CH3:10])=[O:8]. The catalyst class is: 53.